From a dataset of Retrosynthesis with 50K atom-mapped reactions and 10 reaction types from USPTO. Predict the reactants needed to synthesize the given product. (1) Given the product CCNC(=O)Nc1ccc(-c2nc3c(c(N4CCOC[C@@H]4C)n2)CCN(CC(=O)N(C)C)C3)cc1, predict the reactants needed to synthesize it. The reactants are: CCNC(=O)Nc1ccc(-c2nc3c(c(N4CCOC[C@@H]4C)n2)CCNC3)cc1.CN(C)C(=O)CCl. (2) Given the product O=c1c2c(oc3cc(OCCN4CCOCC4)ccc13)C(=Cc1ccccc1)CC2, predict the reactants needed to synthesize it. The reactants are: ClCCN1CCOCC1.O=c1c2c(oc3cc(O)ccc13)C(=Cc1ccccc1)CC2.